From a dataset of Experimentally validated miRNA-target interactions with 360,000+ pairs, plus equal number of negative samples. Binary Classification. Given a miRNA mature sequence and a target amino acid sequence, predict their likelihood of interaction. The miRNA is hsa-miR-4530 with sequence CCCAGCAGGACGGGAGCG. The protein sequence of the target gene is MSEKKNCKNSSTNNNQTQDPSRNELQVPRSFVDRVVQDERDVQSQSSSTINTLLTLLDCLADYIMERVGLEASNNGSMRNTSQDREREVDNNREPHSAESDVTRFLFDEMPKSRKND. Result: 0 (no interaction).